From a dataset of Catalyst prediction with 721,799 reactions and 888 catalyst types from USPTO. Predict which catalyst facilitates the given reaction. (1) Reactant: Br[C:2]1[S:3][C:4]2[C:10]([C:11]3[CH:16]=[CH:15][C:14]([Cl:17])=[CH:13][CH:12]=3)=[C:9]([C@H:18]([O:24][C:25]([CH3:28])([CH3:27])[CH3:26])[C:19]([O:21][CH2:22][CH3:23])=[O:20])[C:8]([CH3:29])=[CH:7][C:5]=2[N:6]=1.[CH3:30][C:31]1[N:35]([C@H:36]2[CH2:40][CH2:39][N:38]([C:41]([O:43][C:44]([CH3:47])([CH3:46])[CH3:45])=[O:42])[CH2:37]2)[C:34]2[CH:48]=[C:49](B3OC(C)(C)C(C)(C)O3)[CH:50]=[CH:51][C:33]=2[N:32]=1.C([O-])([O-])=O.[K+].[K+]. Product: [C:25]([O:24][C@@H:18]([C:9]1[C:8]([CH3:29])=[CH:7][C:5]2[N:6]=[C:2]([C:49]3[CH:50]=[CH:51][C:33]4[N:32]=[C:31]([CH3:30])[N:35]([C@H:36]5[CH2:40][CH2:39][N:38]([C:41]([O:43][C:44]([CH3:46])([CH3:45])[CH3:47])=[O:42])[CH2:37]5)[C:34]=4[CH:48]=3)[S:3][C:4]=2[C:10]=1[C:11]1[CH:16]=[CH:15][C:14]([Cl:17])=[CH:13][CH:12]=1)[C:19]([O:21][CH2:22][CH3:23])=[O:20])([CH3:28])([CH3:27])[CH3:26]. The catalyst class is: 518. (2) Reactant: [NH2:1][C:2]1[CH:3]=[C:4]([CH:21]=[CH:22][C:23]=1[Cl:24])[O:5][C:6]1[N:11]=[C:10]2[S:12][C:13]([NH:15][C:16]([CH:18]3[CH2:20][CH2:19]3)=[O:17])=[N:14][C:9]2=[CH:8][CH:7]=1.[Cl:25][C:26]1[CH:31]=[CH:30][C:29]([N:32]=[C:33]=[O:34])=[CH:28][C:27]=1[C:35]([F:38])([F:37])[F:36]. Product: [Cl:24][C:23]1[CH:22]=[CH:21][C:4]([O:5][C:6]2[N:11]=[C:10]3[S:12][C:13]([NH:15][C:16]([CH:18]4[CH2:20][CH2:19]4)=[O:17])=[N:14][C:9]3=[CH:8][CH:7]=2)=[CH:3][C:2]=1[NH:1][C:33](=[O:34])[NH:32][C:29]1[CH:30]=[CH:31][C:26]([Cl:25])=[C:27]([C:35]([F:36])([F:37])[F:38])[CH:28]=1. The catalyst class is: 42. (3) Reactant: C[O:2][C:3]1[CH:4]=[C:5]2[C:9](=[CH:10][C:11]=1[O:12]C)[C:8](=[O:14])[CH2:7][CH2:6]2.B(Br)(Br)Br. Product: [OH:2][C:3]1[CH:4]=[C:5]2[C:9](=[CH:10][C:11]=1[OH:12])[C:8](=[O:14])[CH2:7][CH2:6]2. The catalyst class is: 4.